This data is from Forward reaction prediction with 1.9M reactions from USPTO patents (1976-2016). The task is: Predict the product of the given reaction. (1) Given the reactants Cl[CH2:2][C:3]1[S:4][CH:5]=[CH:6][C:7]=1[S:8](=[O:15])(=[O:14])[N:9]([CH2:12][CH3:13])[CH2:10][CH3:11].[N-:16]=[N+:17]=[N-:18].[Na+].O, predict the reaction product. The product is: [N:16]([CH2:2][C:3]1[S:4][CH:5]=[CH:6][C:7]=1[S:8](=[O:15])(=[O:14])[N:9]([CH2:12][CH3:13])[CH2:10][CH3:11])=[N+:17]=[N-:18]. (2) Given the reactants [Cl:1][C:2]1[CH:39]=[CH:38][CH:37]=[CH:36][C:3]=1[CH2:4][N:5]1[C:13]2[C:12](=[O:14])[N:11]([CH3:15])[C:10](S(C)(=O)=O)=[N:9][C:8]=2[C:7]([C:20]#[N:21])=[C:6]1[N:22]1[CH2:27][CH2:26][CH2:25][C@@H:24]([NH:28][C:29](=[O:35])[O:30][C:31]([CH3:34])([CH3:33])[CH3:32])[CH2:23]1.[CH2:40]([O:42][C:43]1[CH:44]=[C:45]([OH:49])[CH:46]=[CH:47][CH:48]=1)[CH3:41].C(=O)([O-])[O-].[K+].[K+].[Cl-].[NH4+], predict the reaction product. The product is: [Cl:1][C:2]1[CH:39]=[CH:38][CH:37]=[CH:36][C:3]=1[CH2:4][N:5]1[C:13]2[C:12](=[O:14])[N:11]([CH3:15])[C:10]([O:49][C:45]3[CH:46]=[CH:47][CH:48]=[C:43]([O:42][CH2:40][CH3:41])[CH:44]=3)=[N:9][C:8]=2[C:7]([C:20]#[N:21])=[C:6]1[N:22]1[CH2:27][CH2:26][CH2:25][C@@H:24]([NH:28][C:29](=[O:35])[O:30][C:31]([CH3:34])([CH3:33])[CH3:32])[CH2:23]1. (3) Given the reactants [CH:1]12[CH2:10]C3CC(CC(C3)[CH:2]1OCC1C(Cl)=CC(C(NS(C)(=O)=O)=O)=C(F)C=1)C2.Cl[C:29]1[C:30]([O:43][CH2:44][CH:45]2[CH2:50][CH2:49][C:48]([F:52])([F:51])[CH2:47][CH2:46]2)=[CH:31][C:32]([F:42])=[C:33]([CH:41]=1)[C:34]([NH:36][S:37]([CH3:40])(=[O:39])=[O:38])=[O:35], predict the reaction product. The product is: [CH:10]1([C:29]2[C:30]([O:43][CH2:44][CH:45]3[CH2:50][CH2:49][C:48]([F:52])([F:51])[CH2:47][CH2:46]3)=[CH:31][C:32]([F:42])=[C:33]([CH:41]=2)[C:34]([NH:36][S:37]([CH3:40])(=[O:39])=[O:38])=[O:35])[CH2:1][CH2:2]1. (4) Given the reactants C(OC([NH:11][CH2:12][CH2:13][CH2:14][C@@H:15]([NH:18][C:19](=[O:41])[CH2:20][C@H:21]([O:33][CH2:34][C:35]1[CH:40]=[CH:39][CH:38]=[CH:37][CH:36]=1)[CH2:22][CH2:23][CH2:24][CH2:25][CH2:26][CH2:27][CH2:28][CH2:29][CH2:30][CH2:31][CH3:32])[CH2:16][OH:17])=O)C1C=CC=CC=1.[CH2:42](Cl)[O:43][CH2:44][C:45]1[CH:50]=[CH:49][CH:48]=[CH:47][CH:46]=1.C(N(C(C)C)CC)(C)C, predict the reaction product. The product is: [CH2:44]([O:43][CH2:42][O:17][CH2:16][C@H:15]([NH:18][C:19](=[O:41])[CH2:20][C@H:21]([O:33][CH2:34][C:35]1[CH:36]=[CH:37][CH:38]=[CH:39][CH:40]=1)[CH2:22][CH2:23][CH2:24][CH2:25][CH2:26][CH2:27][CH2:28][CH2:29][CH2:30][CH2:31][CH3:32])[CH2:14][CH2:13][CH2:12][NH2:11])[C:45]1[CH:50]=[CH:49][CH:48]=[CH:47][CH:46]=1. (5) Given the reactants [CH3:1][S:2]([NH:5][C:6]1[CH:7]=[C:8]([CH:14]=[CH:15][N:16]=1)[C:9]([O:11][CH2:12][CH3:13])=[O:10])(=[O:4])=[O:3].[C:17](O[C:17]([O:19][C:20]([CH3:23])([CH3:22])[CH3:21])=[O:18])([O:19][C:20]([CH3:23])([CH3:22])[CH3:21])=[O:18], predict the reaction product. The product is: [C:20]([O:19][C:17]([N:5]([C:6]1[CH:7]=[C:8]([CH:14]=[CH:15][N:16]=1)[C:9]([O:11][CH2:12][CH3:13])=[O:10])[S:2]([CH3:1])(=[O:3])=[O:4])=[O:18])([CH3:23])([CH3:22])[CH3:21].